This data is from Catalyst prediction with 721,799 reactions and 888 catalyst types from USPTO. The task is: Predict which catalyst facilitates the given reaction. Reactant: C([O:5][C:6](=[O:34])[C:7]1[CH:12]=[CH:11][C:10]([N:13]([C:21]2[CH:26]=[CH:25][C:24]([O:27][CH:28]([F:30])[F:29])=[C:23]([O:31][CH2:32][CH3:33])[CH:22]=2)[CH2:14][C:15]2[CH:16]=[N:17][CH:18]=[N:19][CH:20]=2)=[CH:9][CH:8]=1)(C)(C)C.[OH-].[K+]. Product: [F:30][CH:28]([F:29])[O:27][C:24]1[CH:25]=[CH:26][C:21]([N:13]([CH2:14][C:15]2[CH:20]=[N:19][CH:18]=[N:17][CH:16]=2)[C:10]2[CH:9]=[CH:8][C:7]([C:6]([OH:34])=[O:5])=[CH:12][CH:11]=2)=[CH:22][C:23]=1[O:31][CH2:32][CH3:33]. The catalyst class is: 8.